This data is from Full USPTO retrosynthesis dataset with 1.9M reactions from patents (1976-2016). The task is: Predict the reactants needed to synthesize the given product. (1) Given the product [Cl:1][C:2]1[CH:3]=[C:4]([C:8]#[C:9][C:10]2[CH:14]3[CH2:15][CH2:16][N:17]([C:25]([CH:22]4[CH2:23][CH2:24][N:19]([CH3:18])[CH2:20][CH2:21]4)=[O:26])[CH:13]3[O:12][N:11]=2)[CH:5]=[CH:6][CH:7]=1, predict the reactants needed to synthesize it. The reactants are: [Cl:1][C:2]1[CH:3]=[C:4]([C:8]#[C:9][C:10]2[NH:11][O:12][CH:13]3[NH:17][CH2:16][CH2:15][C:14]=23)[CH:5]=[CH:6][CH:7]=1.[CH3:18][N:19]1[CH2:24][CH2:23][CH:22]([C:25](O)=[O:26])[CH2:21][CH2:20]1.CCN(C(C)C)C(C)C.CN(C(ON1N=NC2C=CC=NC1=2)=[N+](C)C)C.F[P-](F)(F)(F)(F)F.C(=O)(O)[O-].[Na+]. (2) Given the product [Cl:43][C:40]1[N:41]=[CH:42][C:37]([C:14]2[CH:15]=[C:16]3[C:11](=[CH:12][CH:13]=2)[N:10]([S:27]([C:30]2[CH:35]=[CH:34][CH:33]=[CH:32][CH:31]=2)(=[O:28])=[O:29])[C:9]([C:3]2[C:4]([F:8])=[CH:5][CH:6]=[CH:7][C:2]=2[F:1])=[CH:17]3)=[C:38]([CH3:44])[CH:39]=1, predict the reactants needed to synthesize it. The reactants are: [F:1][C:2]1[CH:7]=[CH:6][CH:5]=[C:4]([F:8])[C:3]=1[C:9]1[N:10]([S:27]([C:30]2[CH:35]=[CH:34][CH:33]=[CH:32][CH:31]=2)(=[O:29])=[O:28])[C:11]2[C:16]([CH:17]=1)=[CH:15][C:14](B1OC(C)(C)C(C)(C)O1)=[CH:13][CH:12]=2.Br[C:37]1[C:38]([CH3:44])=[CH:39][C:40]([Cl:43])=[N:41][CH:42]=1.C(=O)([O-])[O-].[K+].[K+]. (3) Given the product [CH:1]([C:4]1[NH:8][C:7]([C:9]2[CH:14]=[CH:13][CH:12]=[C:11]([CH3:15])[N:10]=2)=[C:6]([C:16]2[CH:21]=[CH:20][CH:19]=[C:18]([C:32]3[CH:37]=[CH:36][CH:35]=[CH:34][N:33]=3)[CH:17]=2)[N:5]=1)([CH3:2])[CH3:3], predict the reactants needed to synthesize it. The reactants are: [CH:1]([C:4]1[NH:5][C:6]([C:16]2[CH:21]=[CH:20][CH:19]=[C:18](B3OC(C)(C)C(C)(C)O3)[CH:17]=2)=[C:7]([C:9]2[CH:14]=[CH:13][CH:12]=[C:11]([CH3:15])[N:10]=2)[N:8]=1)([CH3:3])[CH3:2].Br[C:32]1[CH:37]=[CH:36][CH:35]=[CH:34][N:33]=1. (4) Given the product [CH3:18][C:19]1[CH:20]=[CH:21][C:22]([C:23]([N:25]2[CH2:30][CH2:29][CH2:28][C@@H:27]([NH:31][C:7]([O:8][CH2:9][C:10]3[CH:15]=[CH:14][CH:13]=[CH:12][CH:11]=3)=[O:16])[CH2:26]2)=[O:24])=[CH:32][CH:33]=1, predict the reactants needed to synthesize it. The reactants are: C(=O)([O-])[O-].[K+].[K+].[C:7](Cl)(=[O:16])[O:8][CH2:9][C:10]1[CH:15]=[CH:14][CH:13]=[CH:12][CH:11]=1.[CH3:18][C:19]1[CH:33]=[CH:32][C:22]([C:23]([N:25]2[CH2:30][CH2:29][CH2:28][C@@H:27]([NH2:31])[CH2:26]2)=[O:24])=[CH:21][CH:20]=1.[Cl-].[Na+]. (5) The reactants are: [OH:1][N:2]=[C:3]([C:14]#[N:15])[C:4]1[CH:9]=[CH:8][C:7]([O:10][CH3:11])=[C:6]([O:12][CH3:13])[CH:5]=1.[CH3:16][CH:17]([S:19](Cl)(=[O:21])=[O:20])[CH3:18]. Given the product [CH3:16][CH:17]([S:19]([O:1][N:2]=[C:3]([C:14]#[N:15])[C:4]1[CH:9]=[CH:8][C:7]([O:10][CH3:11])=[C:6]([O:12][CH3:13])[CH:5]=1)(=[O:21])=[O:20])[CH3:18], predict the reactants needed to synthesize it.